Task: Predict the reaction yield, written as a fraction of the theoretical maximum amount of product (1.0 means a 100% yield; for example, 0.34 means a 34% yield).. Dataset: Reaction yield outcomes from USPTO patents with 853,638 reactions The reactants are Cl[C:2]1[C:8]2[CH:9]=[CH:10][CH:11]=[CH:12][C:7]=2[S:6][C:5]2[CH:13]=[CH:14][CH:15]=[CH:16][C:4]=2[N:3]=1.[CH2:17]([C@@H:24]1[CH2:29][NH:28][CH2:27][CH2:26][NH:25]1)[C:18]1[CH:23]=[CH:22][CH:21]=[CH:20][CH:19]=1. The catalyst is C1(C)C=CC=CC=1. The product is [CH2:17]([C@H:24]1[NH:25][CH2:26][CH2:27][N:28]([C:2]2[C:8]3[CH:9]=[CH:10][CH:11]=[CH:12][C:7]=3[S:6][C:5]3[CH:13]=[CH:14][CH:15]=[CH:16][C:4]=3[N:3]=2)[CH2:29]1)[C:18]1[CH:19]=[CH:20][CH:21]=[CH:22][CH:23]=1. The yield is 0.740.